From a dataset of Reaction yield outcomes from USPTO patents with 853,638 reactions. Predict the reaction yield, written as a fraction of the theoretical maximum amount of product (1.0 means a 100% yield; for example, 0.34 means a 34% yield). (1) The reactants are [H-].[Na+].[Cl:3][C:4]1[N:5]=[C:6]([Cl:13])[C:7]2[CH:12]=[CH:11][NH:10][C:8]=2[N:9]=1.[CH3:14][Si:15]([CH3:22])([CH3:21])[CH2:16][CH2:17][O:18][CH2:19]Cl.O. The catalyst is CN(C=O)C. The product is [Cl:3][C:4]1[N:5]=[C:6]([Cl:13])[C:7]2[CH:12]=[CH:11][N:10]([CH2:19][O:18][CH2:17][CH2:16][Si:15]([CH3:22])([CH3:21])[CH3:14])[C:8]=2[N:9]=1. The yield is 0.840. (2) The reactants are [F:1][C:2]1[CH:7]=[CH:6][C:5]([NH2:8])=[C:4]([N+:9]([O-:11])=[O:10])[CH:3]=1.F[C:13]1[CH:20]=[CH:19][C:18]([C:21]([F:24])([F:23])[F:22])=[CH:17][C:14]=1[C:15]#[N:16].O.[OH-].[Li+]. The catalyst is CS(C)=O. The product is [F:1][C:2]1[CH:7]=[CH:6][C:5]([NH:8][C:13]2[CH:20]=[CH:19][C:18]([C:21]([F:22])([F:24])[F:23])=[CH:17][C:14]=2[C:15]#[N:16])=[C:4]([N+:9]([O-:11])=[O:10])[CH:3]=1. The yield is 0.960.